Dataset: Catalyst prediction with 721,799 reactions and 888 catalyst types from USPTO. Task: Predict which catalyst facilitates the given reaction. (1) Reactant: C([O-])([O-])=O.[K+].[K+].CS(O[CH:12]1[CH2:17][CH2:16][O:15][CH:14]([C:18]2[CH:23]=[CH:22][C:21]([Cl:24])=[C:20]([O:25][CH3:26])[CH:19]=2)[CH2:13]1)(=O)=O.[F:27][C:28]([F:37])([F:36])[C:29]1[CH:30]=[C:31]([SH:35])[CH:32]=[CH:33][CH:34]=1. Product: [Cl:24][C:21]1[CH:22]=[CH:23][C:18]([CH:14]2[CH2:13][CH:12]([S:35][C:31]3[CH:32]=[CH:33][CH:34]=[C:29]([C:28]([F:27])([F:36])[F:37])[CH:30]=3)[CH2:17][CH2:16][O:15]2)=[CH:19][C:20]=1[O:25][CH3:26]. The catalyst class is: 18. (2) Reactant: [CH2:1]([O:3][C:4](=[O:44])[C:5]([O:8][C:9]1[CH:10]=[C:11]2[CH:17]=[C:16]([C:18]([C:25]3[CH:30]=[CH:29][C:28]([S:31]([CH3:34])(=[O:33])=[O:32])=[CH:27][CH:26]=3)=[CH:19][CH:20]3[CH2:24][CH2:23][CH2:22][CH2:21]3)[N:15](S(C3C=CC=CC=3)(=O)=O)[C:12]2=[N:13][CH:14]=1)([CH3:7])[CH3:6])[CH3:2].[F-].C([N+](CCCC)(CCCC)CCCC)CCC. Product: [CH2:1]([O:3][C:4](=[O:44])[C:5]([O:8][C:9]1[CH:10]=[C:11]2[CH:17]=[C:16]([C:18]([C:25]3[CH:26]=[CH:27][C:28]([S:31]([CH3:34])(=[O:33])=[O:32])=[CH:29][CH:30]=3)=[CH:19][CH:20]3[CH2:24][CH2:23][CH2:22][CH2:21]3)[NH:15][C:12]2=[N:13][CH:14]=1)([CH3:7])[CH3:6])[CH3:2]. The catalyst class is: 54. (3) Reactant: [N:1]([CH2:4][C:5]([C:7]1[C:12]2[O:13][CH2:14][C:15](=[O:17])[NH:16][C:11]=2[C:10]([O:18][CH2:19][C:20]2[CH:25]=[CH:24][CH:23]=[CH:22][CH:21]=2)=[CH:9][CH:8]=1)=[O:6])=[N+:2]=[N-:3].[BH4-].[Na+]. Product: [N:1]([CH2:4][CH:5]([C:7]1[C:12]2[O:13][CH2:14][C:15](=[O:17])[NH:16][C:11]=2[C:10]([O:18][CH2:19][C:20]2[CH:25]=[CH:24][CH:23]=[CH:22][CH:21]=2)=[CH:9][CH:8]=1)[OH:6])=[N+:2]=[N-:3]. The catalyst class is: 8. (4) Reactant: [CH3:1][N:2]([CH3:18])[S:3]([N:6]1[CH:10]=[C:9]([CH:11](O)[C:12]2[S:13][CH:14]=[CH:15][CH:16]=2)[N:8]=[CH:7]1)(=[O:5])=[O:4].FC(F)(F)C(O)=O.C([SiH](CC)CC)C. Product: [CH3:18][N:2]([CH3:1])[S:3]([N:6]1[CH:10]=[C:9]([CH2:11][C:12]2[S:13][CH:14]=[CH:15][CH:16]=2)[N:8]=[CH:7]1)(=[O:5])=[O:4]. The catalyst class is: 4. (5) Reactant: [OH:1][CH2:2][CH:3]1[CH2:8][CH2:7][N:6]([C:9]([O:11][C:12]([CH3:15])([CH3:14])[CH3:13])=[O:10])[CH2:5][CH2:4]1.[H-].[Na+].BrC[CH2:20][CH2:21][CH2:22][CH:23]([Br:26])[CH2:24]C.O. Product: [Br:26][CH:23]([CH3:24])[CH2:22][CH2:21][CH2:20][O:1][CH2:2][CH:3]1[CH2:8][CH2:7][N:6]([C:9]([O:11][C:12]([CH3:15])([CH3:14])[CH3:13])=[O:10])[CH2:5][CH2:4]1. The catalyst class is: 3. (6) Reactant: [NH2:1][C:2]1[C:7]([F:8])=[C:6](Br)[N:5]=[C:4]([C:10]([O:12][CH3:13])=[O:11])[CH:3]=1.[Cl:14][C:15]1[CH:20]=[CH:19][C:18](B2OCCCO2)=[C:17]([F:27])[C:16]=1[O:28][CH3:29].[F-].[K+]. Product: [NH2:1][C:2]1[C:7]([F:8])=[C:6]([C:18]2[CH:19]=[CH:20][C:15]([Cl:14])=[C:16]([O:28][CH3:29])[C:17]=2[F:27])[N:5]=[C:4]([C:10]([O:12][CH3:13])=[O:11])[CH:3]=1. The catalyst class is: 235.